This data is from Full USPTO retrosynthesis dataset with 1.9M reactions from patents (1976-2016). The task is: Predict the reactants needed to synthesize the given product. (1) Given the product [C:1]([O:5][C:6]([N:8]1[C:16]2[C:11](=[CH:12][C:13]([C:17](=[O:24])[C:18]3[CH:19]=[CH:20][CH:21]=[CH:22][CH:23]=3)=[CH:14][CH:15]=2)[CH:10]=[C:9]1[C:25]1[C:26]2[S:39][CH:38]=[CH:37][C:27]=2[N:28]([C:30]([O:32][C:33]([CH3:36])([CH3:35])[CH3:34])=[O:31])[N:29]=1)=[O:7])([CH3:4])([CH3:2])[CH3:3], predict the reactants needed to synthesize it. The reactants are: [C:1]([O:5][C:6]([N:8]1[C:16]2[C:11](=[CH:12][C:13]([CH:17]([OH:24])[C:18]3[CH:23]=[CH:22][CH:21]=[CH:20][CH:19]=3)=[CH:14][CH:15]=2)[CH:10]=[C:9]1[C:25]1[C:26]2[S:39][CH:38]=[CH:37][C:27]=2[N:28]([C:30]([O:32][C:33]([CH3:36])([CH3:35])[CH3:34])=[O:31])[N:29]=1)=[O:7])([CH3:4])([CH3:3])[CH3:2].CC(OI1(OC(C)=O)(OC(C)=O)OC(=O)C2C=CC=CC1=2)=O.O. (2) Given the product [CH:14]([C:8]1[C:7]2[C:11](=[CH:12][CH:13]=[C:5]([S:2]([CH3:1])(=[O:4])=[O:3])[CH:6]=2)[N:10]([C:16]([O:18][C:19]([CH3:22])([CH3:21])[CH3:20])=[O:17])[CH:9]=1)=[O:15], predict the reactants needed to synthesize it. The reactants are: [CH3:1][S:2]([C:5]1[CH:6]=[C:7]2[C:11](=[CH:12][CH:13]=1)[NH:10][CH:9]=[C:8]2[CH:14]=[O:15])(=[O:4])=[O:3].[C:16](O[C:16]([O:18][C:19]([CH3:22])([CH3:21])[CH3:20])=[O:17])([O:18][C:19]([CH3:22])([CH3:21])[CH3:20])=[O:17].C(N(CC)CC)C. (3) Given the product [ClH:31].[CH3:1][C:2]1([CH3:30])[CH2:8][NH:7][C:6]2[N:9]=[CH:10][C:11](/[CH:13]=[CH:14]/[C:15]([N:17]([CH3:29])[CH2:18][C:19]3[O:20][C:21]4[CH:28]=[CH:27][CH:26]=[CH:25][C:22]=4[C:23]=3[CH3:24])=[O:16])=[CH:12][C:5]=2[CH:4]=[N:3]1, predict the reactants needed to synthesize it. The reactants are: [CH3:1][C:2]1([CH3:30])[CH2:8][NH:7][C:6]2[N:9]=[CH:10][C:11](/[CH:13]=[CH:14]/[C:15]([N:17]([CH3:29])[CH2:18][C:19]3[O:20][C:21]4[CH:28]=[CH:27][CH:26]=[CH:25][C:22]=4[C:23]=3[CH3:24])=[O:16])=[CH:12][C:5]=2[CH:4]=[N:3]1.[ClH:31]. (4) Given the product [C:1]([O:5][C:6]([N:8]1[CH2:12][C@@H:11]([CH2:13][N:14]([CH:31]([CH3:32])[CH3:33])[C:15](=[O:30])[C:16]2[CH:21]=[CH:20][C:19]([O:22][CH3:23])=[C:18]([O:24][CH2:25][CH2:26][CH2:27][O:28][CH3:29])[CH:17]=2)[C@H:10]([CH2:34][N:35]([CH:36]2[CH2:37][CH2:38]2)[C:54]([NH:53][CH2:46][C:47]2[CH:52]=[CH:51][CH:50]=[CH:49][CH:48]=2)=[O:55])[CH2:9]1)=[O:7])([CH3:3])([CH3:4])[CH3:2], predict the reactants needed to synthesize it. The reactants are: [C:1]([O:5][C:6]([N:8]1[CH2:12][C@@H:11]([CH2:13][N:14]([CH:31]([CH3:33])[CH3:32])[C:15](=[O:30])[C:16]2[CH:21]=[CH:20][C:19]([O:22][CH3:23])=[C:18]([O:24][CH2:25][CH2:26][CH2:27][O:28][CH3:29])[CH:17]=2)[C@H:10]([CH2:34][NH:35][CH:36]2[CH2:38][CH2:37]2)[CH2:9]1)=[O:7])([CH3:4])([CH3:3])[CH3:2].C(N(CC)CC)C.[CH2:46]([N:53]=[C:54]=[O:55])[C:47]1[CH:52]=[CH:51][CH:50]=[CH:49][CH:48]=1.O. (5) Given the product [S:28]1[C:29]2[CH:34]=[CH:33][CH:32]=[CH:31][C:30]=2[N:26]=[C:27]1[C:11]1[CH:10]=[C:9]([N+:16]([O-:18])=[O:17])[CH:8]=[C:7]2[C:12]=1[CH2:13][CH2:14][N:5]([C:3](=[O:4])[C:2]([F:20])([F:19])[F:1])[CH2:6]2, predict the reactants needed to synthesize it. The reactants are: [F:1][C:2]([F:20])([F:19])[C:3]([N:5]1[CH2:14][CH2:13][C:12]2[C:7](=[CH:8][C:9]([N+:16]([O-:18])=[O:17])=[CH:10][C:11]=2I)[CH2:6]1)=[O:4].C([Sn](CCCC)(CCCC)[N:26]1[C:30]2[CH:31]=[CH:32][CH:33]=[CH:34][C:29]=2[S:28][CH2:27]1)CCC. (6) Given the product [C:19]([CH:1]([C:2]1[CH:3]=[CH:4][CH:5]=[CH:6][CH:7]=1)[CH2:8][C:14]([O:16][CH2:17][CH3:18])=[O:15])#[N:20], predict the reactants needed to synthesize it. The reactants are: [CH:1](=[C:8]([C:14]([O:16][CH2:17][CH3:18])=[O:15])C(OCC)=O)[C:2]1[CH:7]=[CH:6][CH:5]=[CH:4][CH:3]=1.[C-:19]#[N:20].[K+].